Dataset: Forward reaction prediction with 1.9M reactions from USPTO patents (1976-2016). Task: Predict the product of the given reaction. (1) Given the reactants [NH:1]1[CH2:6][CH2:5][CH:4]([N:7]2[CH:11]=[C:10]([C:12]3[CH:17]=[N:16][N:15]4[C:18]([C:21]5[CH:22]=[C:23]([NH:27][C:28]([NH:30][CH2:31][C:32]([F:35])([F:34])[F:33])=[O:29])[CH:24]=[CH:25][CH:26]=5)=[CH:19][N:20]=[C:14]4[CH:13]=3)[CH:9]=[N:8]2)[CH2:3][CH2:2]1.[CH3:36][N:37]1[CH:41]=[C:40]([C:42](Cl)=[O:43])[CH:39]=[N:38]1, predict the reaction product. The product is: [CH3:36][N:37]1[CH:41]=[C:40]([C:42]([N:1]2[CH2:6][CH2:5][CH:4]([N:7]3[CH:11]=[C:10]([C:12]4[CH:17]=[N:16][N:15]5[C:18]([C:21]6[CH:22]=[C:23]([NH:27][C:28]([NH:30][CH2:31][C:32]([F:33])([F:35])[F:34])=[O:29])[CH:24]=[CH:25][CH:26]=6)=[CH:19][N:20]=[C:14]5[CH:13]=4)[CH:9]=[N:8]3)[CH2:3][CH2:2]2)=[O:43])[CH:39]=[N:38]1. (2) Given the reactants [CH3:1][O:2][C:3]1[N:8]=[CH:7][C:6]([C:9]2[N:17]3[C:12]([CH:13]=[N:14][C:15](OS(C(F)(F)F)(=O)=O)=[N:16]3)=[CH:11][CH:10]=2)=[CH:5][CH:4]=1.[S:26]1[CH:30]=[C:29]([C:31]2[CH:36]=[CH:35][C:34]([NH2:37])=[CH:33][CH:32]=2)[N:28]=[N:27]1, predict the reaction product. The product is: [CH3:1][O:2][C:3]1[N:8]=[CH:7][C:6]([C:9]2[N:17]3[C:12]([CH:13]=[N:14][C:15]([NH:37][C:34]4[CH:33]=[CH:32][C:31]([C:29]5[N:28]=[N:27][S:26][CH:30]=5)=[CH:36][CH:35]=4)=[N:16]3)=[CH:11][CH:10]=2)=[CH:5][CH:4]=1. (3) Given the reactants CS(O[CH2:6][C:7]1[S:15][C:14]2[C:9](=[N:10][CH:11]=[C:12]([C:16]([F:19])([F:18])[F:17])[CH:13]=2)[CH:8]=1)(=O)=O.[N:20]1([C:26]2[CH:31]=[CH:30][C:29]([OH:32])=[CH:28][CH:27]=2)[CH2:25][CH2:24][NH:23][CH2:22][CH2:21]1, predict the reaction product. The product is: [F:17][C:16]([F:19])([F:18])[C:12]1[CH:13]=[C:14]2[S:15][C:7]([CH2:6][N:23]3[CH2:22][CH2:21][N:20]([C:26]4[CH:27]=[CH:28][C:29]([OH:32])=[CH:30][CH:31]=4)[CH2:25][CH2:24]3)=[CH:8][C:9]2=[N:10][CH:11]=1. (4) Given the reactants [CH2:1]([O:8][C:9]1[C:10]([F:33])=[C:11]([C:16]([C:18]2[C:26]3[C:21](=[N:22][CH:23]=[C:24](C4C=NC=CC=4)[CH:25]=3)[NH:20][CH:19]=2)=[O:17])[C:12]([F:15])=[CH:13][CH:14]=1)C1C=CC=CC=1.FC1C(O)=CC=C(F)C=1C(C1[C:53]2[C:48](=[N:49][CH:50]=[C:51](Cl)[CH:52]=2)NC=1)=O, predict the reaction product. The product is: [F:33][C:10]1[C:9]([O:8][CH2:1][C:53]2[CH:48]=[N:49][CH:50]=[CH:51][CH:52]=2)=[CH:14][CH:13]=[C:12]([F:15])[C:11]=1[C:16]([C:18]1[C:26]2[C:21](=[N:22][CH:23]=[CH:24][CH:25]=2)[NH:20][CH:19]=1)=[O:17].